From a dataset of Reaction yield outcomes from USPTO patents with 853,638 reactions. Predict the reaction yield, written as a fraction of the theoretical maximum amount of product (1.0 means a 100% yield; for example, 0.34 means a 34% yield). The reactants are [C:1]1(B(O)O)[C:10]2[C:5](=[CH:6][CH:7]=[CH:8][CH:9]=2)[CH:4]=[CH:3][CH:2]=1.[C:14]1([C:26]2[C:27](=[O:42])[NH:28][C:29](=[O:41])[C:30]=2[C:31]2[C:39]3[C:34](=[CH:35][CH:36]=[C:37](Br)[CH:38]=3)[NH:33][CH:32]=2)[C:24]2=[C:25]3[C:20](=[CH:21][CH:22]=[CH:23]2)[CH2:19][CH2:18][CH2:17][N:16]3[CH:15]=1.O. The catalyst is C1(C)C=CC=CC=1.C(O)C.C([O-])(O)=O.[Na+]. The product is [C:14]1([C:26]2[C:27](=[O:42])[NH:28][C:29](=[O:41])[C:30]=2[C:31]2[C:39]3[C:34](=[CH:35][CH:36]=[C:37]([C:1]4[C:10]5[C:5](=[CH:6][CH:7]=[CH:8][CH:9]=5)[CH:4]=[CH:3][CH:2]=4)[CH:38]=3)[NH:33][CH:32]=2)[C:24]2=[C:25]3[C:20](=[CH:21][CH:22]=[CH:23]2)[CH2:19][CH2:18][CH2:17][N:16]3[CH:15]=1. The yield is 0.710.